From a dataset of KCNQ2 potassium channel screen with 302,405 compounds. Binary Classification. Given a drug SMILES string, predict its activity (active/inactive) in a high-throughput screening assay against a specified biological target. The molecule is O=C(N1CCc2c(C1)cccc2)Nc1c(OC)ccc(OC)c1. The result is 0 (inactive).